From a dataset of Forward reaction prediction with 1.9M reactions from USPTO patents (1976-2016). Predict the product of the given reaction. (1) Given the reactants [CH3:1][O:2][C:3]1[N:4](C2CCCCO2)[C:5]2[C:10]([N:11]=1)=[C:9]([NH2:12])[N:8]=[C:7]([O:13][CH2:14][CH2:15][O:16][CH3:17])[N:6]=2.[F:24][C:25]([F:30])([F:29])[C:26]([OH:28])=[O:27], predict the reaction product. The product is: [F:24][C:25]([F:30])([F:29])[C:26]([OH:28])=[O:27].[CH3:1][O:2][C:3]1[NH:4][C:5]2[C:10]([N:11]=1)=[C:9]([NH2:12])[N:8]=[C:7]([O:13][CH2:14][CH2:15][O:16][CH3:17])[N:6]=2. (2) Given the reactants [OH:1][C:2]1[CH:11]=[C:10]2[C:5]([CH2:6][CH2:7][C:8](=[O:12])[NH:9]2)=[CH:4][CH:3]=1.C(=O)([O-])[O-].[K+].[K+].[Br:19][CH2:20][CH2:21][CH2:22][CH2:23]Br.O, predict the reaction product. The product is: [Br:19][CH2:20][CH2:21][CH2:22][CH2:23][O:1][C:2]1[CH:11]=[C:10]2[C:5]([CH2:6][CH2:7][C:8](=[O:12])[NH:9]2)=[CH:4][CH:3]=1. (3) Given the reactants FC(F)(F)C(O)=O.[CH2:8]([O:15][C:16]([NH:18][CH2:19][CH2:20][CH2:21][C@@H:22]([NH:67]C(OC(C)(C)C)=O)[C:23]([O:25][C@H:26]1[C@@H:30]([OH:31])[C@H:29]([N:32]2[CH:40]=[N:39][C:38]3[C:33]2=[N:34][CH:35]=[N:36][C:37]=3[NH2:41])[O:28][C@H:27]1[CH2:42][O:43][P:44]([O:47][C@H:48]1[CH2:52][C@H:51]([N:53]2[CH:58]=[CH:57][C:56]([NH2:59])=[N:55][C:54]2=[O:60])[O:50][C@@H:49]1[CH2:61][O:62][P:63]([OH:66])([OH:65])=[O:64])([OH:46])=[O:45])=[O:24])=[O:17])[C:9]1[CH:14]=[CH:13][CH:12]=[CH:11][CH:10]=1, predict the reaction product. The product is: [NH2:67][C@H:22]([CH2:21][CH2:20][CH2:19][NH:18][C:16]([O:15][CH2:8][C:9]1[CH:10]=[CH:11][CH:12]=[CH:13][CH:14]=1)=[O:17])[C:23]([O:25][C@H:26]1[C@@H:30]([OH:31])[C@H:29]([N:32]2[CH:40]=[N:39][C:38]3[C:33]2=[N:34][CH:35]=[N:36][C:37]=3[NH2:41])[O:28][C@H:27]1[CH2:42][O:43][P:44]([O:47][C@H:48]1[CH2:52][C@H:51]([N:53]2[CH:58]=[CH:57][C:56]([NH2:59])=[N:55][C:54]2=[O:60])[O:50][C@@H:49]1[CH2:61][O:62][P:63]([OH:66])([OH:65])=[O:64])([OH:46])=[O:45])=[O:24].